This data is from Full USPTO retrosynthesis dataset with 1.9M reactions from patents (1976-2016). The task is: Predict the reactants needed to synthesize the given product. (1) Given the product [CH2:32]([O:31][C:16]1[N:15]=[C:14]([NH:13][CH2:12][C:8]2[O:7][CH:11]=[CH:10][CH:9]=2)[N:19]=[C:18]([NH:20][C:21]2[CH:26]=[CH:25][CH:24]=[C:23]([C:27]([F:30])([F:28])[F:29])[CH:22]=2)[N:17]=1)[CH:33]=[CH2:34], predict the reactants needed to synthesize it. The reactants are: N1C=CC=NN=1.[O:7]1[CH:11]=[CH:10][CH:9]=[C:8]1[CH2:12][NH:13][C:14]1[N:19]=[C:18]([NH:20][C:21]2[CH:26]=[CH:25][CH:24]=[C:23]([C:27]([F:30])([F:29])[F:28])[CH:22]=2)[N:17]=[C:16]([O:31][CH2:32][CH2:33][CH3:34])[N:15]=1. (2) The reactants are: [F-].C([N+](CCCC)(CCCC)CCCC)CCC.[Si]([O:26][CH2:27][CH:28]([C@@H:30]1[C@H:34]([C@@H:35]([OH:38])[CH:36]=[CH2:37])[O:33][C:32]([CH3:40])([CH3:39])[O:31]1)[OH:29])(C(C)(C)C)(C)C. Given the product [OH:29][CH:28]([C@@H:30]1[C@H:34]([C@@H:35]([OH:38])[CH:36]=[CH2:37])[O:33][C:32]([CH3:40])([CH3:39])[O:31]1)[CH2:27][OH:26], predict the reactants needed to synthesize it. (3) Given the product [CH3:1][O:2][CH2:3][C:4]1[CH:5]=[N:6][N:7]([CH3:9])[C:8]=1[B:30]1[O:34][C:33]([CH3:36])([CH3:35])[C:32]([CH3:38])([CH3:37])[O:31]1, predict the reactants needed to synthesize it. The reactants are: [CH3:1][O:2][CH2:3][C:4]1[CH:5]=[N:6][N:7]([CH3:9])[CH:8]=1.O1CCCC1.C([Li])CCC.CCCCCC.C(O[B:30]1[O:34][C:33]([CH3:36])([CH3:35])[C:32]([CH3:38])([CH3:37])[O:31]1)(C)C. (4) Given the product [C:45]([C@@:9]1([C:16]([OH:18])=[O:17])[CH2:10][C:11]([CH3:14])([CH3:15])[CH2:12][N:8]1[C:6]([O:5][C:1]([CH3:2])([CH3:3])[CH3:4])=[O:7])([CH3:44])([CH3:46])[CH3:23], predict the reactants needed to synthesize it. The reactants are: [C:1]([O:5][C:6]([N:8]1[C:12](=O)[C:11]([CH3:15])([CH3:14])[CH2:10][C@H:9]1[C:16]([O:18]C(C)(C)C)=[O:17])=[O:7])([CH3:4])([CH3:3])[CH3:2].[CH2:23]([BH-](CC)CC)C.[Li+].C([SiH](CC)CC)C.B(F)(F)F.O1[CH2:46][CH2:45][CH2:44]C1.